From a dataset of NCI-60 drug combinations with 297,098 pairs across 59 cell lines. Regression. Given two drug SMILES strings and cell line genomic features, predict the synergy score measuring deviation from expected non-interaction effect. Drug 1: C1=CC(=CC=C1CC(C(=O)O)N)N(CCCl)CCCl.Cl. Drug 2: C1CC(=O)NC(=O)C1N2C(=O)C3=CC=CC=C3C2=O. Cell line: HCC-2998. Synergy scores: CSS=6.68, Synergy_ZIP=3.98, Synergy_Bliss=5.98, Synergy_Loewe=-1.79, Synergy_HSA=2.28.